Dataset: TCR-epitope binding with 47,182 pairs between 192 epitopes and 23,139 TCRs. Task: Binary Classification. Given a T-cell receptor sequence (or CDR3 region) and an epitope sequence, predict whether binding occurs between them. (1) Result: 0 (the TCR does not bind to the epitope). The epitope is ATVVIGTSK. The TCR CDR3 sequence is CASSLTDSEYEQYF. (2) The epitope is LLWNGPMAV. The TCR CDR3 sequence is CASSKNYEQYF. Result: 1 (the TCR binds to the epitope). (3) The epitope is FVDGVPFVV. The TCR CDR3 sequence is CASSQSPRNEQFF. Result: 1 (the TCR binds to the epitope). (4) The epitope is GPGHKARVL. The TCR CDR3 sequence is CASSILAGLNEQYF. Result: 1 (the TCR binds to the epitope). (5) The epitope is MPASWVMRI. The TCR CDR3 sequence is CASYPPDSGRTQYF. Result: 1 (the TCR binds to the epitope). (6) The epitope is AMFWSVPTV. The TCR CDR3 sequence is CSASGTGGVETQYF. Result: 0 (the TCR does not bind to the epitope). (7) The epitope is TPQDLNTML. The TCR CDR3 sequence is CSASIWEQPTDTQYF. Result: 0 (the TCR does not bind to the epitope). (8) The TCR CDR3 sequence is CASSGQLYGYTF. Result: 1 (the TCR binds to the epitope). The epitope is KAFSPEVIPMF. (9) The TCR CDR3 sequence is CSVSRGPGHEQFF. The epitope is AMFWSVPTV. Result: 0 (the TCR does not bind to the epitope).